From a dataset of Catalyst prediction with 721,799 reactions and 888 catalyst types from USPTO. Predict which catalyst facilitates the given reaction. (1) Reactant: [Cl:1][C:2]1[CH:3]=[C:4](/[CH:14]=[CH:15]/[C:16]([O:18][CH2:19][CH3:20])=[O:17])[CH:5]=[N:6][C:7]=1[NH:8][C@@H:9]1[CH2:13][CH2:12][NH:11][CH2:10]1.[C:21]1([CH3:29])[CH:26]=[CH:25][CH:24]=[C:23]([CH:27]=O)[CH:22]=1.C(O[BH-](OC(=O)C)OC(=O)C)(=O)C.[Na+].C([O-])([O-])=O.[K+].[K+]. Product: [Cl:1][C:2]1[CH:3]=[C:4](/[CH:14]=[CH:15]/[C:16]([O:18][CH2:19][CH3:20])=[O:17])[CH:5]=[N:6][C:7]=1[NH:8][C@@H:9]1[CH2:13][CH2:12][N:11]([CH2:29][C:21]2[CH:26]=[CH:25][CH:24]=[C:23]([CH3:27])[CH:22]=2)[CH2:10]1. The catalyst class is: 2. (2) Reactant: [CH:1]([C:3]1[C:15]2[C:14]3[C:9](=[CH:10][CH:11]=[CH:12][CH:13]=3)[CH:8]([NH-:16])[C:7]=2[CH:6]=[CH:5][CH:4]=1)=O.[NH:17]1[C:21]2[N:22]=[CH:23][CH:24]=[C:25]([C:26]([OH:28])=[O:27])[C:20]=2[CH:19]=[CH:18]1.[CH3:29][N:30]([CH3:44])[CH2:31][CH2:32][CH2:33][O:34][C:35]1[CH:36]=[C:37]([NH2:43])[C:38]([NH2:42])=[CH:39][C:40]=1[F:41]. Product: [NH:17]1[C:21]2[N:22]=[CH:23][CH:24]=[C:25]([C:26]([OH:28])=[O:27])[C:20]=2[CH:19]=[CH:18]1.[CH3:44][N:30]([CH3:29])[CH2:31][CH2:32][CH2:33][O:34][C:35]1[C:40]([F:41])=[CH:39][C:38]2[N:42]=[C:1]([C:3]3[C:15]4[C:14]5[C:9](=[CH:10][CH:11]=[CH:12][CH:13]=5)[CH:8]([NH-:16])[C:7]=4[CH:6]=[CH:5][CH:4]=3)[NH:43][C:37]=2[CH:36]=1. The catalyst class is: 9. (3) Reactant: [NH2:1][C:2]1[C:17]([Br:18])=[CH:16][C:5]2[C:6]([C:12](=[O:15])[NH:13][CH3:14])=[C:7](B(O)O)[O:8][C:4]=2[CH:3]=1.Br[C:20]1[CH:27]=[CH:26][C:23]([C:24]#[N:25])=[CH:22][CH:21]=1. Product: [NH2:1][C:2]1[C:17]([Br:18])=[CH:16][C:5]2[C:6]([C:12]([NH:13][CH3:14])=[O:15])=[C:7]([C:20]3[CH:27]=[CH:26][C:23]([C:24]#[N:25])=[CH:22][CH:21]=3)[O:8][C:4]=2[CH:3]=1. The catalyst class is: 117. (4) Reactant: [C:1]1([CH3:27])[CH:6]=[CH:5][C:4]([C:7]2[N:8]=[C:9]3[CH2:23][CH2:22][CH2:21][N:20]([CH2:24][CH2:25][NH2:26])[C:10]3=[N:11][C:12]=2[C:13]2[CH:18]=[CH:17][C:16]([CH3:19])=[CH:15][CH:14]=2)=[CH:3][CH:2]=1.C(N([CH2:33][CH3:34])CC)C.C([CH:37]([CH2:41][C:42](Cl)=[O:43])[C:38](Cl)=[O:39])C.[OH2:45]. Product: [C:1]1([CH3:27])[CH:2]=[CH:3][C:4]([C:7]2[N:8]=[C:9]3[CH2:23][CH2:22][CH2:21][N:20]([CH2:24][CH2:25][NH:26][C:42](=[O:43])[CH2:41][CH2:37][C:38]([O:39][CH2:33][CH3:34])=[O:45])[C:10]3=[N:11][C:12]=2[C:13]2[CH:18]=[CH:17][C:16]([CH3:19])=[CH:15][CH:14]=2)=[CH:5][CH:6]=1. The catalyst class is: 13.